This data is from Full USPTO retrosynthesis dataset with 1.9M reactions from patents (1976-2016). The task is: Predict the reactants needed to synthesize the given product. (1) The reactants are: Br[C:2]1[C:3]([C:12]([F:15])([F:14])[F:13])=[CH:4][C:5]([C:8]([F:11])([F:10])[F:9])=[N:6][CH:7]=1.C([Li])CCC.CCCCCC.[CH:27](=[N:30][S@:31]([C:33]([CH3:36])([CH3:35])[CH3:34])=[O:32])[CH2:28][CH3:29].[CH:37](=[N:40][S:41]([C:43]([CH3:46])([CH3:45])[CH3:44])=[O:42])[CH2:38][CH3:39].[Cl-].[NH4+]. Given the product [F:13][C:12]([F:15])([F:14])[C:3]1[CH:4]=[C:5]([C:8]([F:11])([F:10])[F:9])[N:6]=[CH:7][C:2]=1[C@@H:27]([NH:30][S@:31]([C:33]([CH3:36])([CH3:35])[CH3:34])=[O:32])[CH2:28][CH3:29].[F:13][C:12]([F:15])([F:14])[C:3]1[CH:4]=[C:5]([C:8]([F:11])([F:10])[F:9])[N:6]=[CH:7][C:2]=1[C@H:37]([NH:40][S@:41]([C:43]([CH3:46])([CH3:45])[CH3:44])=[O:42])[CH2:38][CH3:39], predict the reactants needed to synthesize it. (2) Given the product [CH:1]1([NH:4][C:38](=[O:39])[C:37]2[CH:41]=[C:33]([CH2:32][C:26]3[C:27](=[O:31])[C:28]([O:29][CH3:30])=[C:23]([O:22][CH3:21])[C:24](=[O:47])[C:25]=3[CH3:46])[CH:34]=[CH:35][C:36]=2[O:42][C:43](=[O:45])[CH3:44])[CH2:3][CH2:2]1, predict the reactants needed to synthesize it. The reactants are: [CH:1]1([NH2:4])[CH2:3][CH2:2]1.C(N(CC)CC)C.[Cl-].ClC1N(C)CC[NH+]1C.[CH3:21][O:22][C:23]1[C:24](=[O:47])[C:25]([CH3:46])=[C:26]([CH2:32][C:33]2[CH:34]=[CH:35][C:36]([O:42][C:43](=[O:45])[CH3:44])=[C:37]([CH:41]=2)[C:38](O)=[O:39])[C:27](=[O:31])[C:28]=1[O:29][CH3:30]. (3) Given the product [CH3:1][O:2][C:3](=[O:12])[C:4]1[C:5]([I:11])=[CH:6][CH:7]=[CH:8][C:9]=1[CH2:10][Br:13], predict the reactants needed to synthesize it. The reactants are: [CH3:1][O:2][C:3](=[O:12])[C:4]1[C:9]([CH3:10])=[CH:8][CH:7]=[CH:6][C:5]=1[I:11].[Br:13]N1C(=O)CCC1=O.